Dataset: Forward reaction prediction with 1.9M reactions from USPTO patents (1976-2016). Task: Predict the product of the given reaction. (1) Given the reactants [NH2:1][C@@H:2]([C:6]1[O:7][C:8]2[C:13]([C:14](=[O:23])[C:15]=1[CH2:16][C:17]1[CH:22]=[CH:21][CH:20]=[CH:19][CH:18]=1)=[CH:12][CH:11]=[C:10]([Cl:24])[CH:9]=2)[CH:3]([CH3:5])[CH3:4].C([O-])([O-])=O.[K+].[K+].Br[CH2:32][C:33](=[O:46])[CH2:34][N:35]1[C:39](=[O:40])[C:38]2=[CH:41][CH:42]=[CH:43][CH:44]=[C:37]2[C:36]1=[O:45], predict the reaction product. The product is: [C:36]1(=[O:45])[N:35]([CH2:34][C:33](=[O:46])[CH2:32][NH:1][C@@H:2]([C:6]2[O:7][C:8]3[C:13]([C:14](=[O:23])[C:15]=2[CH2:16][C:17]2[CH:22]=[CH:21][CH:20]=[CH:19][CH:18]=2)=[CH:12][CH:11]=[C:10]([Cl:24])[CH:9]=3)[CH:3]([CH3:4])[CH3:5])[C:39](=[O:40])[C:38]2=[CH:41][CH:42]=[CH:43][CH:44]=[C:37]12. (2) The product is: [CH3:1][O:2][C:3](=[O:21])[C:4]([CH3:19])([CH3:20])[CH2:5][C:6]1[CH:11]=[C:10]([CH3:12])[C:9]([CH:13]=[O:14])=[C:8]([CH3:18])[CH:7]=1. Given the reactants [CH3:1][O:2][C:3](=[O:21])[C:4]([CH3:20])([CH3:19])[CH2:5][C:6]1[CH:11]=[C:10]([CH3:12])[C:9]([CH:13]2OCC[O:14]2)=[C:8]([CH3:18])[CH:7]=1, predict the reaction product. (3) The product is: [Cl:5][C:6]1[CH:11]=[C:1]([S:2][CH3:3])[N:9]=[C:8]([NH2:13])[N:7]=1. Given the reactants [CH3:1][S:2][CH3:3].[Na].[Cl:5][C:6]1[CH:11]=C(Cl)[N:9]=[C:8]([NH2:13])[N:7]=1, predict the reaction product. (4) Given the reactants C(OC(=O)[NH:7][C@@H:8]([CH:26]1[CH2:31][CH2:30][CH2:29][CH2:28][CH2:27]1)[C:9]([N:11]1[CH2:15][CH2:14][C:13](=[N:16][O:17][CH2:18][C:19]2[CH:24]=[CH:23][CH:22]=[CH:21][CH:20]=2)[CH:12]1[CH3:25])=[O:10])(C)(C)C.C(O)(C(F)(F)F)=O, predict the reaction product. The product is: [CH2:18]([O:17][N:16]=[CH:13][CH:12]1[CH2:25][CH2:14][CH2:15][N:11]1[C:9](=[O:10])[C@@H:8]([NH2:7])[CH:26]1[CH2:27][CH2:28][CH2:29][CH2:30][CH2:31]1)[C:19]1[CH:20]=[CH:21][CH:22]=[CH:23][CH:24]=1.